Dataset: Forward reaction prediction with 1.9M reactions from USPTO patents (1976-2016). Task: Predict the product of the given reaction. (1) Given the reactants [C:1]([C:3]1[C:4](OS(C)(=O)=O)=[N:5][C:6]([CH2:14][O:15][CH2:16][C:17]2[CH:22]=[CH:21][C:20]([O:23][CH3:24])=[C:19]([O:25][CH3:26])[CH:18]=2)=[C:7]([CH:13]=1)[C:8]([O:10][CH2:11][CH3:12])=[O:9])#[N:2].[CH2:32]([S:39]([NH:42][C:43]([CH:45]1[CH2:48][NH:47][CH2:46]1)=[O:44])(=[O:41])=[O:40])[C:33]1[CH:38]=[CH:37][CH:36]=[CH:35][CH:34]=1.CCN(C(C)C)C(C)C.Cl, predict the reaction product. The product is: [CH2:32]([S:39]([NH:42][C:43]([CH:45]1[CH2:46][N:47]([C:4]2[C:3]([C:1]#[N:2])=[CH:13][C:7]([C:8]([O:10][CH2:11][CH3:12])=[O:9])=[C:6]([CH2:14][O:15][CH2:16][C:17]3[CH:22]=[CH:21][C:20]([O:23][CH3:24])=[C:19]([O:25][CH3:26])[CH:18]=3)[N:5]=2)[CH2:48]1)=[O:44])(=[O:40])=[O:41])[C:33]1[CH:34]=[CH:35][CH:36]=[CH:37][CH:38]=1. (2) Given the reactants Cl[CH2:2][CH2:3][C:4]([C:10]1[CH:15]=[CH:14][CH:13]=[CH:12][CH:11]=1)([OH:9])[CH2:5][C:6]([CH3:8])=[CH2:7].[NH2:16][C@H:17]1[CH2:22][CH2:21][CH2:20][N:19]([C:23]([O:25][C:26]([CH3:29])([CH3:28])[CH3:27])=[O:24])[CH2:18]1.C([O-])([O-])=O.[K+].[K+], predict the reaction product. The product is: [OH:9][C:4]([C:10]1[CH:15]=[CH:14][CH:13]=[CH:12][CH:11]=1)([CH2:5][C:6]([CH3:8])=[CH2:7])[CH2:3][CH2:2][NH:16][C@H:17]1[CH2:22][CH2:21][CH2:20][N:19]([C:23]([O:25][C:26]([CH3:29])([CH3:28])[CH3:27])=[O:24])[CH2:18]1. (3) Given the reactants [F:1][C:2]1[CH:7]=[CH:6][CH:5]=[C:4]([F:8])[C:3]=1[C:9]1[CH:10]=[C:11]2[C:15](=[CH:16][CH:17]=1)[N:14]([S:18]([C:21]1[CH:27]=[CH:26][C:24]([CH3:25])=[CH:23][CH:22]=1)(=[O:20])=[O:19])[CH:13]=[C:12]2I.[Cl:29][C:30]1[CH:35]=[CH:34][N:33]=[C:32]([Sn](CCCC)(CCCC)CCCC)[N:31]=1.N#N, predict the reaction product. The product is: [Cl:29][C:30]1[CH:35]=[CH:34][N:33]=[C:32]([C:12]2[C:11]3[C:15](=[CH:16][CH:17]=[C:9]([C:3]4[C:2]([F:1])=[CH:7][CH:6]=[CH:5][C:4]=4[F:8])[CH:10]=3)[N:14]([S:18]([C:21]3[CH:27]=[CH:26][C:24]([CH3:25])=[CH:23][CH:22]=3)(=[O:20])=[O:19])[CH:13]=2)[N:31]=1.